Dataset: Peptide-MHC class II binding affinity with 134,281 pairs from IEDB. Task: Regression. Given a peptide amino acid sequence and an MHC pseudo amino acid sequence, predict their binding affinity value. This is MHC class II binding data. The peptide sequence is IYKASPTLAFPAGVC. The MHC is DRB1_1101 with pseudo-sequence DRB1_1101. The binding affinity (normalized) is 0.473.